Binary Classification. Given a drug SMILES string, predict its activity (active/inactive) in a high-throughput screening assay against a specified biological target. From a dataset of KCNQ2 potassium channel screen with 302,405 compounds. (1) The compound is Clc1c(/C=N\N2CCN(CC2)c2c(OC)cccc2)cc([N+]([O-])=O)cc1. The result is 0 (inactive). (2) The molecule is O=C(NC(C(CC)C)C(=O)Nc1c(OC)ccc(OC)c1)C1CCC(CC1)C. The result is 0 (inactive).